This data is from Full USPTO retrosynthesis dataset with 1.9M reactions from patents (1976-2016). The task is: Predict the reactants needed to synthesize the given product. (1) Given the product [Cl:1][C:2]1[N:7]=[C:6]([CH2:8][OH:9])[C:5]2[C:10]([O:32][CH3:33])=[N:11][N:12]([C:13]([C:14]3[CH:15]=[CH:16][CH:17]=[CH:18][CH:19]=3)([C:20]3[CH:21]=[CH:22][CH:23]=[CH:24][CH:25]=3)[C:26]3[CH:31]=[CH:30][CH:29]=[CH:28][CH:27]=3)[C:4]=2[CH:3]=1, predict the reactants needed to synthesize it. The reactants are: [Cl:1][C:2]1[N:7]=[C:6]([CH:8]=[O:9])[C:5]2[C:10]([O:32][CH3:33])=[N:11][N:12]([C:13]([C:26]3[CH:31]=[CH:30][CH:29]=[CH:28][CH:27]=3)([C:20]3[CH:25]=[CH:24][CH:23]=[CH:22][CH:21]=3)[C:14]3[CH:19]=[CH:18][CH:17]=[CH:16][CH:15]=3)[C:4]=2[CH:3]=1.CO.[BH4-].[Na+]. (2) Given the product [Br:13][CH:7]([C:1]1[CH:6]=[CH:5][CH:4]=[CH:3][CH:2]=1)[C:8](=[O:12])[C:9]([OH:11])=[O:10], predict the reactants needed to synthesize it. The reactants are: [C:1]1([CH2:7][C:8](=[O:12])[C:9]([OH:11])=[O:10])[CH:6]=[CH:5][CH:4]=[CH:3][CH:2]=1.[Br:13]Br. (3) Given the product [F:23][C:20]([F:21])([F:22])[C:17]1[CH:16]=[CH:15][C:14]([C:4]2[CH:3]=[CH:2][C:7]([NH:8][S:9]([CH3:12])(=[O:10])=[O:11])=[CH:6][CH:5]=2)=[CH:19][CH:18]=1, predict the reactants needed to synthesize it. The reactants are: F[C:2]1[CH:3]=[C:4]([C:14]2[CH:19]=[CH:18][C:17]([C:20]([F:23])([F:22])[F:21])=[CH:16][CH:15]=2)[CH:5]=[C:6](F)[C:7]=1[NH:8][S:9]([CH3:12])(=[O:11])=[O:10].FC1C=C(C2C=CC(C(F)(F)F)=CC=2)C=C(F)C=1N. (4) Given the product [C:1]([C:5]1[CH:10]=[CH:9][N:8]([CH2:2][C@H:1]2[CH2:5][CH2:6][CH2:14][O:15]2)[C:7](=[NH:11])[CH:6]=1)([CH3:4])([CH3:2])[CH3:3], predict the reactants needed to synthesize it. The reactants are: [C:1]([C:5]1[CH:10]=[CH:9][N:8]=[C:7]([NH2:11])[CH:6]=1)([CH3:4])([CH3:3])[CH3:2].CN(C)[CH:14]=[O:15]. (5) Given the product [CH:6]1([CH:5]([OH:15])[CH2:4][N+:1]([O-:3])=[O:2])[CH2:11][CH2:10][CH2:9][CH2:8][CH2:7]1, predict the reactants needed to synthesize it. The reactants are: [N+:1](/[CH:4]=[CH:5]/[CH:6]1[CH2:11][CH2:10][CH2:9][CH2:8][CH2:7]1)([O-:3])=[O:2].[OH-].[Na+].[N+](C)([O-])=[O:15].C1(C=O)CCCCC1.C(O)(=O)C. (6) Given the product [CH3:35][O:34][CH2:33][CH2:32][CH2:31][C:13]1[C:14]([NH:16][CH2:17][CH:18]2[CH2:19][CH2:20][NH:21][CH2:22][CH2:23]2)=[CH:15][C:10]([NH:9][C:6]2[N:7]=[CH:8][C:3]([C:1]#[N:2])=[N:4][CH:5]=2)=[N:11][CH:12]=1, predict the reactants needed to synthesize it. The reactants are: [C:1]([C:3]1[N:4]=[CH:5][C:6]([NH:9][C:10]2[CH:15]=[C:14]([NH:16][CH2:17][CH:18]3[CH2:23][CH2:22][N:21](C(OC(C)(C)C)=O)[CH2:20][CH2:19]3)[C:13](/[CH:31]=[CH:32]/[CH2:33][O:34][CH3:35])=[CH:12][N:11]=2)=[N:7][CH:8]=1)#[N:2]. (7) Given the product [ClH:20].[Cl:20][C:19]1[C:14]([N:11]2[CH2:12][CH2:13][NH:8][CH2:9][CH2:10]2)=[N:15][C:16]([O:21][CH2:22][C:23]2[CH:28]=[CH:27][CH:26]=[C:25]([Cl:29])[CH:24]=2)=[CH:17][N:18]=1, predict the reactants needed to synthesize it. The reactants are: C(OC([N:8]1[CH2:13][CH2:12][N:11]([C:14]2[C:19]([Cl:20])=[N:18][CH:17]=[C:16]([O:21][CH2:22][C:23]3[CH:28]=[CH:27][CH:26]=[C:25]([Cl:29])[CH:24]=3)[N:15]=2)[CH2:10][CH2:9]1)=O)(C)(C)C.Cl.CCOCC. (8) Given the product [F:23][C@@H:8]1[C@H:4]2[CH2:3][C@@H:2]([OH:1])[C@@H:7]1[N:6]([C@@H:10]([C:12]1[CH:17]=[CH:16][CH:15]=[CH:14][CH:13]=1)[CH3:11])[C@@H:5]2[C:18]([O:20][CH3:21])=[O:19], predict the reactants needed to synthesize it. The reactants are: [OH:1][C@H:2]1[C@H:7]2[C@@H:8](I)[C@H:4]([C@@H:5]([C:18]([O:20][CH3:21])=[O:19])[N:6]2[C@@H:10]([C:12]2[CH:17]=[CH:16][CH:15]=[CH:14][CH:13]=2)[CH3:11])[CH2:3]1.O.[F-:23].C([N+](CCCC)(CCCC)CCCC)CCC. (9) Given the product [CH3:27][O:28][C:29]1[C:34]([C:2]2[N:3]=[C:4]3[C:9](=[CH:10][CH:11]=2)[N:8]=[CH:7][C:6]2[CH:12]=[CH:13][C:14](=[O:26])[N:15]([C:16]4[CH:21]=[CH:20][CH:19]=[C:18]([C:22]([F:23])([F:24])[F:25])[CH:17]=4)[C:5]3=2)=[CH:33][CH:32]=[CH:31][N:30]=1, predict the reactants needed to synthesize it. The reactants are: Cl[C:2]1[N:3]=[C:4]2[C:9](=[CH:10][CH:11]=1)[N:8]=[CH:7][C:6]1[CH:12]=[CH:13][C:14](=[O:26])[N:15]([C:16]3[CH:21]=[CH:20][CH:19]=[C:18]([C:22]([F:25])([F:24])[F:23])[CH:17]=3)[C:5]2=1.[CH3:27][O:28][C:29]1[C:34](OB(O)O)=[CH:33][CH:32]=[CH:31][N:30]=1.CC1(C)C(C)(C)OB(C2C=CC(N)=NC=2)O1.